From a dataset of Catalyst prediction with 721,799 reactions and 888 catalyst types from USPTO. Predict which catalyst facilitates the given reaction. (1) Reactant: [CH3:1][O:2][C:3]1[CH:4]=[C:5]2[C:9](=[CH:10][C:11]=1[N+:12]([O-:14])=[O:13])[NH:8][CH2:7][CH2:6]2.[Br:15][CH2:16][C:17](Cl)=[O:18].C([O-])([O-])=O.[K+].[K+].O. Product: [Br:15][CH2:16][C:17]([N:8]1[C:9]2[C:5](=[CH:4][C:3]([O:2][CH3:1])=[C:11]([N+:12]([O-:14])=[O:13])[CH:10]=2)[CH2:6][CH2:7]1)=[O:18]. The catalyst class is: 2. (2) The catalyst class is: 198. Product: [CH3:36][C:35]([C:25]1[CH:24]=[C:23]([NH:22][C:20]([NH:19][C:12]2[C:13]3[C:18](=[CH:17][CH:16]=[CH:15][CH:14]=3)[C:9]([O:8][C:6]3[CH:5]=[CH:4][N:3]=[C:2]([NH:40][C:41]4[CH:49]=[C:48]5[C:44]([CH2:45][C:46](=[O:50])[NH:47]5)=[CH:43][CH:42]=4)[N:7]=3)=[CH:10][CH:11]=2)=[O:21])[N:27]([C:28]2[CH:33]=[CH:32][C:31]([CH3:34])=[CH:30][CH:29]=2)[N:26]=1)([C:37]#[CH:38])[CH3:39]. Reactant: Cl[C:2]1[N:7]=[C:6]([O:8][C:9]2[C:18]3[C:13](=[CH:14][CH:15]=[CH:16][CH:17]=3)[C:12]([NH:19][C:20]([NH:22][C:23]3[N:27]([C:28]4[CH:33]=[CH:32][C:31]([CH3:34])=[CH:30][CH:29]=4)[N:26]=[C:25]([C:35]([CH3:39])([C:37]#[CH:38])[CH3:36])[CH:24]=3)=[O:21])=[CH:11][CH:10]=2)[CH:5]=[CH:4][N:3]=1.[NH2:40][C:41]1[CH:49]=[C:48]2[C:44]([CH2:45][C:46](=[O:50])[NH:47]2)=[CH:43][CH:42]=1. (3) Reactant: C(OC(=O)[NH:7][C:8]1[CH2:9][O:10][CH2:11][C@:12]([C:17]2[CH:22]=[C:21]([NH:23][C:24]([C:26]3[CH:31]=[CH:30][C:29]([C:32]#[N:33])=[CH:28][N:27]=3)=[O:25])[CH:20]=[CH:19][C:18]=2[F:34])([CH:14]([F:16])[F:15])[N:13]=1)(C)(C)C.C(O)(C(F)(F)F)=O. Product: [NH2:7][C:8]1[CH2:9][O:10][CH2:11][C@:12]([C:17]2[CH:22]=[C:21]([NH:23][C:24]([C:26]3[CH:31]=[CH:30][C:29]([C:32]#[N:33])=[CH:28][N:27]=3)=[O:25])[CH:20]=[CH:19][C:18]=2[F:34])([CH:14]([F:16])[F:15])[N:13]=1. The catalyst class is: 2. (4) Reactant: [CH3:1][C:2]1([CH3:14])[C:6]([CH3:8])([CH3:7])[O:5][B:4]([C:9]2[CH:10]=[N:11][NH:12][CH:13]=2)[O:3]1.Br[CH:16]1[CH2:21][CH2:20][CH2:19][CH:18]=[CH:17]1.C(=O)([O-])[O-].[Cs+].[Cs+].CN(C=O)C. Product: [CH:21]1([N:12]2[CH:13]=[C:9]([B:4]3[O:5][C:6]([CH3:7])([CH3:8])[C:2]([CH3:14])([CH3:1])[O:3]3)[CH:10]=[N:11]2)[CH2:20][CH2:19][CH2:18][CH:17]=[CH:16]1. The catalyst class is: 27. (5) Reactant: [NH2:1][C:2]1[C:12](I)=[CH:11][C:5]([C:6]([O:8][CH2:9][CH3:10])=[O:7])=[C:4]([Cl:14])[CH:3]=1.[C:15]([OH:20])(=[O:19])[C:16]([CH3:18])=O.N12CCN(CC1)CC2. Product: [Cl:14][C:4]1[CH:3]=[C:2]2[C:12]([CH:18]=[C:16]([C:15]([OH:20])=[O:19])[NH:1]2)=[CH:11][C:5]=1[C:6]([O:8][CH2:9][CH3:10])=[O:7]. The catalyst class is: 613. (6) Reactant: C([O:3][C:4](=[O:24])[CH:5]([C:7]1[CH:23]=[CH:22][C:10]2[N:11]=[C:12]([NH:14][C:15]([O:17][C:18]([CH3:21])([CH3:20])[CH3:19])=[O:16])[S:13][C:9]=2[CH:8]=1)[CH3:6])C.[OH-].[Na+].C(O)(=O)C. Product: [C:18]([O:17][C:15]([NH:14][C:12]1[S:13][C:9]2[CH:8]=[C:7]([CH:5]([CH3:6])[C:4]([OH:24])=[O:3])[CH:23]=[CH:22][C:10]=2[N:11]=1)=[O:16])([CH3:21])([CH3:19])[CH3:20]. The catalyst class is: 20. (7) Reactant: [F:1][C:2]1[CH:7]=[C:6]([F:8])[CH:5]=[CH:4][C:3]=1[C:9]1[C:13]([C:14]2[CH:15]=[CH:16][C:17]3[N:18]([C:20]([CH:23]([CH3:25])[CH3:24])=[N:21][N:22]=3)[N:19]=2)=[CH:12][N:11]([CH:26]2[CH2:30][CH2:29][NH:28][CH2:27]2)[N:10]=1.CCN(C(C)C)C(C)C.[C:40](Cl)(=[O:42])[CH3:41]. Product: [F:1][C:2]1[CH:7]=[C:6]([F:8])[CH:5]=[CH:4][C:3]=1[C:9]1[C:13]([C:14]2[CH:15]=[CH:16][C:17]3[N:18]([C:20]([CH:23]([CH3:24])[CH3:25])=[N:21][N:22]=3)[N:19]=2)=[CH:12][N:11]([CH:26]2[CH2:30][CH2:29][N:28]([C:40](=[O:42])[CH3:41])[CH2:27]2)[N:10]=1. The catalyst class is: 2. (8) Reactant: Cl[C:2]1[C:7]([C:8]([O:10][CH2:11][CH3:12])=[O:9])=[CH:6][N:5]=[C:4]([S:13][CH3:14])[N:3]=1.[NH2:15][C:16]1[CH:21]=[CH:20][CH:19]=[CH:18][CH:17]=1.C(N(CC)CC)C. Product: [CH3:14][S:13][C:4]1[N:3]=[C:2]([NH:15][C:16]2[CH:21]=[CH:20][CH:19]=[CH:18][CH:17]=2)[C:7]([C:8]([O:10][CH2:11][CH3:12])=[O:9])=[CH:6][N:5]=1. The catalyst class is: 1. (9) The catalyst class is: 230. Reactant: [CH3:1][C:2]1[N:11]=[C:10]2[C:5]([C:6](=[O:12])[CH2:7][CH2:8][NH:9]2)=[CH:4][CH:3]=1.[O:13](C(OC(C)(C)C)=O)[C:14]([O:16][C:17]([CH3:20])([CH3:19])[CH3:18])=O. Product: [CH3:1][C:2]1[N:11]=[C:10]2[C:5]([C:6](=[O:12])[CH2:7][CH2:8][N:9]2[C:14]([O:16][C:17]([CH3:20])([CH3:19])[CH3:18])=[O:13])=[CH:4][CH:3]=1. (10) Reactant: C1COCC1.[BH4-].[Na+].[O:8]=[C:9]([N:23]1[CH2:28][CH2:27][N:26]2[C:29]([C:32]([F:35])([F:34])[F:33])=[N:30][N:31]=[C:25]2[CH2:24]1)[CH:10]=[C:11]([NH2:22])[CH2:12][C:13]1[CH:18]=[C:17]([F:19])[C:16]([F:20])=[CH:15][C:14]=1[F:21].N. Product: [O:8]=[C:9]([N:23]1[CH2:28][CH2:27][N:26]2[C:29]([C:32]([F:35])([F:34])[F:33])=[N:30][N:31]=[C:25]2[CH2:24]1)[CH2:10][CH:11]([NH2:22])[CH2:12][C:13]1[CH:18]=[C:17]([F:19])[C:16]([F:20])=[CH:15][C:14]=1[F:21]. The catalyst class is: 211.